Dataset: Experimental lipophilicity measurements (octanol/water distribution) for 4,200 compounds from AstraZeneca. Task: Regression/Classification. Given a drug SMILES string, predict its absorption, distribution, metabolism, or excretion properties. Task type varies by dataset: regression for continuous measurements (e.g., permeability, clearance, half-life) or binary classification for categorical outcomes (e.g., BBB penetration, CYP inhibition). For this dataset (lipophilicity_astrazeneca), we predict Y. (1) The drug is CCc1cccc2c(C#N)cn(CC(=O)NCCOC)c12. The Y is 1.95 logD. (2) The drug is O=C(O)c1ccccc1O. The Y is -1.36 logD. (3) The molecule is CC(=O)Nc1ccc2c(c1)c(-c1cc(NC3CC3)n3ncc(C#N)c3n1)cn2C. The Y is 2.94 logD. (4) The molecule is C[C@@H](O)[C@H](NC(=O)c1ccc(C#Cc2ccc(CN3CCOCC3)cc2)cc1)C(=O)NO. The Y is 2.03 logD. (5) The molecule is CN1Cc2c(N)cccc2[C@@H](c2ccccc2)C1. The Y is 2.11 logD.